From a dataset of Catalyst prediction with 721,799 reactions and 888 catalyst types from USPTO. Predict which catalyst facilitates the given reaction. (1) Product: [CH2:1]([O:8][C@@H:9]([C:10]1[O:11][C:20](=[O:21])[NH:13][N:12]=1)[CH3:14])[C:2]1[CH:7]=[CH:6][CH:5]=[CH:4][CH:3]=1. Reactant: [CH2:1]([O:8][C@H:9]([CH3:14])[C:10]([NH:12][NH2:13])=[O:11])[C:2]1[CH:7]=[CH:6][CH:5]=[CH:4][CH:3]=1.C1N=CN([C:20](N2C=NC=C2)=[O:21])C=1. The catalyst class is: 1. (2) Reactant: [F:1][C:2]([F:18])([F:17])[C:3]1[O:7][N:6]=[C:5]([C:8]2[S:12][C:11]([C:13]([OH:15])=O)=[CH:10][CH:9]=2)[C:4]=1[CH3:16].[NH:19]1[CH2:24][CH2:23][CH2:22][CH:21]([C:25]([NH2:27])=[O:26])[CH2:20]1.C1COCC1.N1CCCCC1. Product: [CH3:16][C:4]1[C:5]([C:8]2[S:12][C:11]([C:13]([N:19]3[CH2:24][CH2:23][CH2:22][CH:21]([C:25]([NH2:27])=[O:26])[CH2:20]3)=[O:15])=[CH:10][CH:9]=2)=[N:6][O:7][C:3]=1[C:2]([F:1])([F:18])[F:17]. The catalyst class is: 66. (3) Reactant: [OH:1][C:2]1[CH:7]=[CH:6][C:5]([CH2:8][C:9](OC)=O)=[CH:4][CH:3]=1.[C:13]1([NH2:20])[C:14]([NH2:19])=[CH:15][CH:16]=[CH:17][CH:18]=1. Product: [NH:19]1[C:14]2[CH:15]=[CH:16][CH:17]=[CH:18][C:13]=2[N:20]=[C:9]1[CH2:8][C:5]1[CH:6]=[CH:7][C:2]([OH:1])=[CH:3][CH:4]=1. The catalyst class is: 5. (4) Reactant: [Br:1][C:2]1[CH:3]=[CH:4][C:5]([N:11]2[C:15]([CH3:16])=[CH:14][C:13]([C:17]([O:19][CH2:20][CH3:21])=[O:18])=[N:12]2)=[C:6]([CH:10]=1)[C:7]([OH:9])=O.[CH2:22]1[C:31]2[C:26](=[CH:27][CH:28]=[CH:29][CH:30]=2)[CH2:25][C@@H:24]([CH2:32][OH:33])[NH:23]1.CN(C(ON1N=NC2C=CC=NC1=2)=[N+](C)C)C.F[P-](F)(F)(F)(F)F.CCN(C(C)C)C(C)C. Product: [Br:1][C:2]1[CH:3]=[CH:4][C:5]([N:11]2[C:15]([CH3:16])=[CH:14][C:13]([C:17]([O:19][CH2:20][CH3:21])=[O:18])=[N:12]2)=[C:6]([C:7]([N:23]2[C@H:24]([CH2:32][OH:33])[CH2:25][C:26]3[C:31](=[CH:30][CH:29]=[CH:28][CH:27]=3)[CH2:22]2)=[O:9])[CH:10]=1. The catalyst class is: 2. (5) The catalyst class is: 7. Product: [CH3:1][O:2][C:3]1[CH:8]=[N:7][CH:6]=[C:5]([CH:9]([OH:10])[C:12]([F:14])([F:13])[F:11])[CH:4]=1. Reactant: [CH3:1][O:2][C:3]1[CH:4]=[C:5]([CH:9]=[O:10])[CH:6]=[N:7][CH:8]=1.[F:11][C:12]([Si](C)(C)C)([F:14])[F:13].[F-].C([N+](CCCC)(CCCC)CCCC)CCC. (6) Reactant: [F:1][C:2]([F:37])([O:6][C:7]1[CH:12]=[CH:11][C:10]([C:13]2[S:17][C:16]([S:18]([C:21]3([C:27]([NH:29][O:30]C4CCCCO4)=[O:28])[CH2:26][CH2:25][O:24][CH2:23][CH2:22]3)(=[O:20])=[O:19])=[CH:15][CH:14]=2)=[CH:9][CH:8]=1)[CH:3]([F:5])[F:4].CO.Cl. Product: [OH:30][NH:29][C:27]([C:21]1([S:18]([C:16]2[S:17][C:13]([C:10]3[CH:9]=[CH:8][C:7]([O:6][C:2]([F:1])([F:37])[CH:3]([F:5])[F:4])=[CH:12][CH:11]=3)=[CH:14][CH:15]=2)(=[O:19])=[O:20])[CH2:22][CH2:23][O:24][CH2:25][CH2:26]1)=[O:28]. The catalyst class is: 12.